From a dataset of Full USPTO retrosynthesis dataset with 1.9M reactions from patents (1976-2016). Predict the reactants needed to synthesize the given product. (1) Given the product [NH2:5][C:6]1[S:7][CH:8]=[C:9](/[C:11](=[N:66]/[OH:67])/[C:12]([NH:14][C@@H:15]2[C:64](=[O:65])[N:17]3[C:18]([C:48]([OH:50])=[O:49])=[C:19]([S:22][CH2:23][C:24]4[CH:25]=[N:26][NH:27][CH:28]=4)[CH2:20][S:21][C@H:16]23)=[O:13])[N:10]=1, predict the reactants needed to synthesize it. The reactants are: [Cl-].[Al+3].[Cl-].[Cl-].[NH2:5][C:6]1[S:7][CH:8]=[C:9](/[C:11](=[N:66]/[O:67]C(C2C=CC=CC=2)(C2C=CC=CC=2)C2C=CC=CC=2)/[C:12]([NH:14][C@@H:15]2[C:64](=[O:65])[N:17]3[C:18]([C:48]([O:50]C(C4C=CC=CC=4)C4C=CC=CC=4)=[O:49])=[C:19]([S:22][CH2:23][C:24]4[CH:25]=[N:26][N:27](C(C5C=CC=CC=5)(C5C=CC=CC=5)C5C=CC=CC=5)[CH:28]=4)[CH2:20][S:21][C@H:16]23)=[O:13])[N:10]=1. (2) Given the product [CH2:1]([O:3][C:4]1[CH:5]=[CH:6][C:7]([O:10][C:11]2[CH:12]=[C:13]([CH:14]=[CH:15][CH:16]=2)[CH:17]=[C:18]2[CH2:23][CH2:22][N:21]([C:31]([NH:30][C:26]3[CH:25]=[N:24][CH:29]=[CH:28][CH:27]=3)=[O:32])[CH2:20][CH2:19]2)=[N:8][CH:9]=1)[CH3:2], predict the reactants needed to synthesize it. The reactants are: [CH2:1]([O:3][C:4]1[CH:5]=[CH:6][C:7]([O:10][C:11]2[CH:16]=[CH:15][CH:14]=[C:13]([CH:17]=[C:18]3[CH2:23][CH2:22][NH:21][CH2:20][CH2:19]3)[CH:12]=2)=[N:8][CH:9]=1)[CH3:2].[N:24]1[CH:29]=[CH:28][CH:27]=[C:26]([NH:30][C:31](=O)[O:32]C2C=CC=CC=2)[CH:25]=1.C(N(CC)CC)C. (3) Given the product [CH2:10]1[C:9]2[C:8]3[CH:12]=[C:4]([NH2:1])[CH:5]=[CH:6][C:7]=3[O:18][C:16]=2[CH2:17][CH2:13]1, predict the reactants needed to synthesize it. The reactants are: [N+:1]([C:4]1[C:12]2O[C:10]3[CH2:13]CC[C:9]=3[C:8]=2[CH:7]=[CH:6][CH:5]=1)([O-])=O.[CH2:16]([OH:18])[CH3:17]. (4) Given the product [CH3:15][C:14]([CH3:17])([CH3:16])[C:13]#[C:12][CH2:11][O:10][CH2:9][CH:6]1[CH2:7][CH2:8][C:3]([C:18]2[CH:25]=[CH:26][CH:21]=[CH:22][CH:23]=2)([N:2]([CH3:20])[CH3:1])[CH2:4][CH2:5]1, predict the reactants needed to synthesize it. The reactants are: [CH3:1][N:2]([CH3:20])[C:3]1([C:18]#N)[CH2:8][CH2:7][CH:6]([CH2:9][O:10][CH2:11][C:12]#[C:13][C:14]([CH3:17])([CH3:16])[CH3:15])[CH2:5][CH2:4]1.[C:21]1([Mg]Cl)[CH:26]=[CH:25]C=[CH:23][CH:22]=1.[Cl-].[NH4+].O. (5) Given the product [CH3:26][C:27]1([CH3:42])[C:31]2=[N:32][CH:33]=[C:34]([N:36]3[CH2:41][CH2:40][O:39][CH2:38][CH2:37]3)[CH:35]=[C:30]2[N:29]([C:2]2[C:11]3[C:6](=[CH:7][C:8]([F:13])=[CH:9][C:10]=3[F:12])[N:5]=[C:4]([CH2:14][C:15]3[CH:20]=[CH:19][CH:18]=[C:17]([C:21]([F:24])([F:23])[F:22])[CH:16]=3)[C:3]=2[CH3:25])[CH2:28]1, predict the reactants needed to synthesize it. The reactants are: Cl[C:2]1[C:11]2[C:6](=[CH:7][C:8]([F:13])=[CH:9][C:10]=2[F:12])[N:5]=[C:4]([CH2:14][C:15]2[CH:20]=[CH:19][CH:18]=[C:17]([C:21]([F:24])([F:23])[F:22])[CH:16]=2)[C:3]=1[CH3:25].[CH3:26][C:27]1([CH3:42])[C:31]2=[N:32][CH:33]=[C:34]([N:36]3[CH2:41][CH2:40][O:39][CH2:38][CH2:37]3)[CH:35]=[C:30]2[NH:29][CH2:28]1.CC(C1C=C(C(C)C)C(C2C=CC=CC=2P(C2CCCCC2)C2CCCCC2)=C(C(C)C)C=1)C.CC(C)([O-])C.[Na+].